This data is from Catalyst prediction with 721,799 reactions and 888 catalyst types from USPTO. The task is: Predict which catalyst facilitates the given reaction. (1) Reactant: C([O:8][C:9]([C@@H:11]1[CH2:16][C@@H:15]2[C@@H:13]([CH2:14]2)[N:12]1[C:17](=[O:31])[CH2:18][N:19]1[C:23]2=[CH:24][N:25]=[CH:26][CH:27]=[C:22]2[C:21]([C:28](=[O:30])[CH3:29])=[N:20]1)=[O:10])C1C=CC=CC=1. Product: [C:28]([C:21]1[C:22]2[C:23](=[CH:24][N:25]=[CH:26][CH:27]=2)[N:19]([CH2:18][C:17]([N:12]2[C@H:11]([C:9]([OH:10])=[O:8])[CH2:16][C@@H:15]3[C@H:13]2[CH2:14]3)=[O:31])[N:20]=1)(=[O:30])[CH3:29]. The catalyst class is: 123. (2) Reactant: [C:1]1(=[O:11])[NH:5][C:4](=[O:6])[C:3]2=[CH:7][CH:8]=[CH:9][CH:10]=[C:2]12.[K].Cl[CH2:14][C:15]1[O:19][N:18]=[C:17]([CH:20]([CH3:22])[CH3:21])[N:16]=1.O. Product: [CH:20]([C:17]1[N:16]=[C:15]([CH2:14][N:5]2[C:1](=[O:11])[C:2]3[C:3](=[CH:7][CH:8]=[CH:9][CH:10]=3)[C:4]2=[O:6])[O:19][N:18]=1)([CH3:22])[CH3:21]. The catalyst class is: 9. (3) Reactant: [N:1]1[CH:6]=[CH:5][CH:4]=[CH:3][C:2]=1[C:7]1[CH:8]=[N:9][NH:10][C:11]=1[NH2:12].[F:13][C:14]1[CH:19]=[C:18]([F:20])[CH:17]=[CH:16][C:15]=1[C:21](=O)[CH2:22][C:23](OCC)=[O:24].CC1C=CC(S(O)(=O)=O)=CC=1. Product: [F:13][C:14]1[CH:19]=[C:18]([F:20])[CH:17]=[CH:16][C:15]=1[C:21]1[NH:12][C:11]2[N:10]([N:9]=[CH:8][C:7]=2[C:2]2[CH:3]=[CH:4][CH:5]=[CH:6][N:1]=2)[C:23](=[O:24])[CH:22]=1. The catalyst class is: 114. (4) Reactant: Cl.[NH2:2][CH2:3][CH2:4][O:5][C:6]1[N:11]=[C:10]([NH:12][C:13]2[C:14](=[O:21])[N:15]([CH3:20])[CH:16]=[C:17](Br)[CH:18]=2)[CH:9]=[CH:8][CH:7]=1.[CH3:22][C:23]1([CH3:39])[C:27]([CH3:29])([CH3:28])[O:26][B:25]([B:25]2[O:26][C:27]([CH3:29])([CH3:28])[C:23]([CH3:39])([CH3:22])[O:24]2)[O:24]1.[CH3:40][CH:41]([C:43]1C=C(C(C)C)C(C2C=CC=CC=2P(C2CCCCC2)C2CCCCC2)=C(C(C)C)C=1)C.CC([O-])=[O:76].[K+]. Product: [CH3:20][N:15]1[CH:16]=[C:17]([B:25]2[O:26][C:27]([CH3:28])([CH3:29])[C:23]([CH3:22])([CH3:39])[O:24]2)[CH:18]=[C:13]([NH:12][C:10]2[N:11]=[C:6]([O:5][CH2:4][CH2:3][NH:2][C:43](=[O:76])[CH:41]=[CH2:40])[CH:7]=[CH:8][CH:9]=2)[C:14]1=[O:21]. The catalyst class is: 62. (5) Reactant: CC1C=CC(S(OCC2CC3C(C(F)(F)F)=CC=C(Cl)C=3O2)(=O)=O)=CC=1.[N-]=[N+]=[N-].[Na+].[N:31]([CH2:34][CH:35]1[CH2:39][C:38]2[C:40]([C:45]([F:48])([F:47])[F:46])=[CH:41][CH:42]=[C:43]([Cl:44])[C:37]=2[O:36]1)=[N+]=[N-].[N-]=[N+]=[N-]. Product: [Cl:44][C:43]1[C:37]2[O:36][CH:35]([CH2:34][NH2:31])[CH2:39][C:38]=2[C:40]([C:45]([F:48])([F:46])[F:47])=[CH:41][CH:42]=1. The catalyst class is: 45. (6) Reactant: [CH2:1]([N:8]1[CH2:13][CH2:12][CH2:11][C:10]2([NH:18][C:17](=[O:19])[C:16]3[CH:20]=[C:21](/[CH:24]=[CH:25]/[C:26]([NH:28][O:29]C4CCCCO4)=[O:27])[CH:22]=[CH:23][C:15]=3[O:14]2)[CH2:9]1)[C:2]1[CH:7]=[CH:6][CH:5]=[CH:4][CH:3]=1.Cl. Product: [CH2:1]([N:8]1[CH2:13][CH2:12][CH2:11][C:10]2([NH:18][C:17](=[O:19])[C:16]3[CH:20]=[C:21](/[CH:24]=[CH:25]/[C:26]([NH:28][OH:29])=[O:27])[CH:22]=[CH:23][C:15]=3[O:14]2)[CH2:9]1)[C:2]1[CH:7]=[CH:6][CH:5]=[CH:4][CH:3]=1. The catalyst class is: 135.